From a dataset of Reaction yield outcomes from USPTO patents with 853,638 reactions. Predict the reaction yield, written as a fraction of the theoretical maximum amount of product (1.0 means a 100% yield; for example, 0.34 means a 34% yield). (1) The reactants are [CH3:1][NH:2][C@H:3]([CH3:6])[CH2:4][OH:5].F[C:8]1[CH:17]=[CH:16][CH:15]=[C:14]2[C:9]=1[C:10]([NH:18][C:19]1[CH:24]=[CH:23][C:22]([OH:25])=[C:21]([CH3:26])[CH:20]=1)=[N:11][CH:12]=[N:13]2. No catalyst specified. The product is [CH3:26][C:21]1[CH:20]=[C:19]([NH:18][C:10]2[C:9]3[C:14](=[CH:15][CH:16]=[CH:17][C:8]=3[O:5][CH2:4][C@H:3]([NH:2][CH3:1])[CH3:6])[N:13]=[CH:12][N:11]=2)[CH:24]=[CH:23][C:22]=1[OH:25]. The yield is 0.800. (2) The yield is 0.740. The product is [NH2:48]/[C:44](=[N:43]\[O:10][C:9]([C@H:8]([CH2:12][CH2:13][CH2:14][CH:15]1[CH2:16][CH2:17][CH2:18][CH2:19][CH2:20]1)[CH2:7][C:6]([O:5][C:1]([CH3:4])([CH3:2])[CH3:3])=[O:21])=[O:11])/[C:45]([NH2:47])=[O:46]. The catalyst is CN(C)C=O. The reactants are [C:1]([O:5][C:6](=[O:21])[CH2:7][C@@H:8]([CH2:12][CH2:13][CH2:14][CH:15]1[CH2:20][CH2:19][CH2:18][CH2:17][CH2:16]1)[C:9]([OH:11])=[O:10])([CH3:4])([CH3:3])[CH3:2].C(N1C=CN=C1)(N1C=CN=C1)=O.CN(C)N1C=CC=CC1.[NH2:43][C:44](=[N:48]O)[C:45]([NH2:47])=[O:46]. (3) The reactants are Br[CH2:2][C:3]([C:5]1[CH:10]=[CH:9][CH:8]=[CH:7][CH:6]=1)=O.[S-:11][C:12]#[N:13].[K+].CN(C=[O:19])C. The catalyst is [I-].[K+]. The product is [C:5]1([C:3]2[NH:13][C:12](=[O:19])[S:11][CH:2]=2)[CH:10]=[CH:9][CH:8]=[CH:7][CH:6]=1. The yield is 0.750. (4) The reactants are [CH3:1][O:2][C:3]1[CH:4]=[C:5]2[O:9][C:8]([C:10]3[N:11]=[C:12]4[N:16]([CH:17]=3)[N:15]=[C:14]([O:18][CH3:19])[S:13]4)=[CH:7][C:6]2=[C:20]([OH:22])[CH:21]=1.C(P(CCCC)CCCC)CCC.[C:36]1([C:42]2[N:47]=[C:46]([CH2:48]O)[CH:45]=[CH:44][N:43]=2)[CH:41]=[CH:40][CH:39]=[CH:38][CH:37]=1.N(C(N1CCCCC1)=O)=NC(N1CCCCC1)=O. The catalyst is C1COCC1.ClCCl. The product is [CH3:19][O:18][C:14]1[S:13][C:12]2=[N:11][C:10]([C:8]3[O:9][C:5]4[CH:4]=[C:3]([O:2][CH3:1])[CH:21]=[C:20]([O:22][CH2:48][C:46]5[CH:45]=[CH:44][N:43]=[C:42]([C:36]6[CH:37]=[CH:38][CH:39]=[CH:40][CH:41]=6)[N:47]=5)[C:6]=4[CH:7]=3)=[CH:17][N:16]2[N:15]=1. The yield is 0.601. (5) The yield is 0.360. The reactants are [C:1]([C:4]([CH3:6])=[O:5])([CH3:3])=[O:2].[OH-].[Na+].[O:9]1CCO[CH2:11][CH2:10]1. No catalyst specified. The product is [O:2]1[CH2:11][CH2:10][O:9][CH2:3][CH:1]1[C:4](=[O:5])[CH3:6]. (6) The reactants are [C:1]([CH2:4][N:5]([CH2:19][C:20]([OH:22])=O)[C:6]1[CH:11]=[CH:10][C:9]([O:12][C:13]2[CH:18]=[CH:17][CH:16]=[CH:15][CH:14]=2)=[CH:8][CH:7]=1)([OH:3])=[O:2].C(=O)(O)[O-].[Na+].[C:28]([O:32][C:33]([NH:35][CH:36]1[CH2:40][CH2:39][NH:38][CH2:37]1)=[O:34])([CH3:31])([CH3:30])[CH3:29]. The catalyst is C(OC(=O)C)(=O)C. The product is [C:28]([O:32][C:33]([NH:35][C@H:36]1[CH2:40][CH2:39][N:38]([C:20](=[O:22])[CH2:19][N:5]([CH2:4][C:1]([OH:3])=[O:2])[C:6]2[CH:7]=[CH:8][C:9]([O:12][C:13]3[CH:14]=[CH:15][CH:16]=[CH:17][CH:18]=3)=[CH:10][CH:11]=2)[CH2:37]1)=[O:34])([CH3:31])([CH3:29])[CH3:30]. The yield is 0.450.